Dataset: Forward reaction prediction with 1.9M reactions from USPTO patents (1976-2016). Task: Predict the product of the given reaction. (1) Given the reactants [Si](O[C@@:9]1([Cl:37])[C:16]([CH2:17][CH2:18][CH3:19])=[C:15]([NH:20][CH:21]([C:24]2[O:25][C:26]([C:29]3[CH:34]=[CH:33][C:32]([C:35]#[N:36])=[CH:31][CH:30]=3)=[N:27][N:28]=2)[CH2:22][CH3:23])[CH:14]=[CH:13][C@@H:10]1[C:11]#[N:12])(C(C)(C)C)(C)C.C[OH:39].[F-].[NH4+], predict the reaction product. The product is: [Cl:37][C:9]1[C:16]([CH2:17][CH2:18][CH3:19])=[C:15]([NH:20][C@@H:21]([C:24]2[O:25][C:26]([C:29]3[CH:30]=[CH:31][C:32]([C:35]#[N:36])=[CH:33][CH:34]=3)=[N:27][N:28]=2)[C@@H:22]([OH:39])[CH3:23])[CH:14]=[CH:13][C:10]=1[C:11]#[N:12]. (2) Given the reactants CC(OI1(OC(C)=O)(OC(C)=O)OC(=O)C2C=CC=CC1=2)=O.O[CH2:24][CH2:25][CH2:26][CH2:27][O:28][C:29]1[N:38]=[C:37]2[C:32]([CH2:33][CH2:34][C:35](=[O:39])[NH:36]2)=[CH:31][C:30]=1[CH3:40].C([O-])(O)=O.[Na+].[O-]S([O-])(=S)=O.[Na+].[Na+].Cl.[C:54]1([N:64]2[CH2:69][CH2:68][NH:67][CH2:66][CH2:65]2)[C:63]2[C:58](=[CH:59][CH:60]=[CH:61][CH:62]=2)[CH:57]=[CH:56][CH:55]=1.CCN(CC)CC.[BH-](OC(C)=O)(OC(C)=O)OC(C)=O.[Na+], predict the reaction product. The product is: [CH3:40][C:30]1[CH:31]=[C:32]2[C:37](=[N:38][C:29]=1[O:28][CH2:27][CH2:26][CH2:25][CH2:24][N:67]1[CH2:66][CH2:65][N:64]([C:54]3[C:63]4[C:58](=[CH:59][CH:60]=[CH:61][CH:62]=4)[CH:57]=[CH:56][CH:55]=3)[CH2:69][CH2:68]1)[NH:36][C:35](=[O:39])[CH2:34][CH2:33]2. (3) Given the reactants [C:1]([O:4][CH:5]([CH2:9][O:10][S:11]([C:14]1[CH:20]=[CH:19][C:17]([CH3:18])=[CH:16][CH:15]=1)(=[O:13])=[O:12])[CH2:6][C:7]#[N:8])(=[O:3])[CH3:2], predict the reaction product. The product is: [C:1]([O:4][C@@H:5]([CH2:9][O:10][S:11]([C:14]1[CH:20]=[CH:19][C:17]([CH3:18])=[CH:16][CH:15]=1)(=[O:13])=[O:12])[CH2:6][C:7]#[N:8])(=[O:3])[CH3:2]. (4) The product is: [CH:47]([C:46]1[CH:45]=[N:44][N:33]2[C:34]([N:36]([CH3:43])[CH:37]3[CH2:38][CH2:39][O:40][CH2:41][CH2:42]3)=[CH:35][C:30]([C:24]3[CH:23]=[C:22]([CH:27]=[C:26]([O:28][CH3:29])[CH:25]=3)[O:21][CH2:20][CH:9]([OH:8])[CH2:10][NH:11][CH3:12])=[N:31][C:32]=12)([CH3:49])[CH3:48]. Given the reactants [Si]([O:8][CH:9]([CH2:20][O:21][C:22]1[CH:27]=[C:26]([O:28][CH3:29])[CH:25]=[C:24]([C:30]2[CH:35]=[C:34]([N:36]([CH3:43])[CH:37]3[CH2:42][CH2:41][O:40][CH2:39][CH2:38]3)[N:33]3[N:44]=[CH:45][C:46]([CH:47]([CH3:49])[CH3:48])=[C:32]3[N:31]=2)[CH:23]=1)[CH2:10][N:11](C)[C:12](=O)OC(C)(C)C)(C(C)(C)C)(C)C.Cl, predict the reaction product. (5) Given the reactants [F:1][C:2]([F:15])([C:11]([F:14])([F:13])[F:12])[C:3]([CH2:5][C:6]([O:8][CH2:9][CH3:10])=[O:7])=[O:4].[CH:16](OCC)(OCC)[O:17][CH2:18][CH3:19].C(OC(=O)C)(=O)C, predict the reaction product. The product is: [CH2:18]([O:17][CH:16]=[C:5]([C:3](=[O:4])[C:2]([F:15])([F:1])[C:11]([F:13])([F:12])[F:14])[C:6]([O:8][CH2:9][CH3:10])=[O:7])[CH3:19]. (6) Given the reactants P(Cl)(Cl)(Cl)(Cl)Cl.[CH3:7][O:8][CH:9](OC)[CH2:10][O:11]C.[CH3:15][N:16]([CH:18]=O)[CH3:17].C[O-].[Na+], predict the reaction product. The product is: [CH3:15][N:16]([CH3:18])/[CH:17]=[C:9](\[O:8][CH3:7])/[CH:10]=[O:11]. (7) Given the reactants [B-].[Na+].O.[Cl:4][C:5]1[CH:6]=[C:7]([C:11]2[C:20]3[C:15](=[CH:16][CH:17]=[C:18]([C:21]([C:30]4[N:34]([CH3:35])[CH:33]=[N:32][CH:31]=4)([C:23]4[CH:28]=[CH:27][C:26]([CH3:29])=[CH:25][CH:24]=4)[NH2:22])[CH:19]=3)[N:14]3[N:36]=[N:37][N:38]=[C:13]3[N:12]=2)[CH:8]=[CH:9][CH:10]=1.C(Cl)Cl, predict the reaction product. The product is: [Cl:4][C:5]1[CH:6]=[C:7]([CH:11]2[C:20]3[C:15](=[CH:16][CH:17]=[C:18]([C:21]([C:30]4[N:34]([CH3:35])[CH:33]=[N:32][CH:31]=4)([C:23]4[CH:24]=[CH:25][C:26]([CH3:29])=[CH:27][CH:28]=4)[NH2:22])[CH:19]=3)[N:14]3[N:36]=[N:37][N:38]=[C:13]3[NH:12]2)[CH:8]=[CH:9][CH:10]=1. (8) Given the reactants [CH2:1]([O:3][C:4]([C:6]1[S:10][C:9]([C:11]2[CH:16]=[CH:15][C:14]([OH:17])=[C:13]([CH:18]=[O:19])[CH:12]=2)=[N:8][C:7]=1[CH3:20])=[O:5])[CH3:2].C(=O)([O-])[O-].[K+].[K+].[I-].[K+].[CH2:29](Br)[CH:30]([CH3:32])[CH3:31], predict the reaction product. The product is: [CH2:1]([O:3][C:4]([C:6]1[S:10][C:9]([C:11]2[CH:16]=[CH:15][C:14]([O:17][CH2:29][CH:30]([CH3:32])[CH3:31])=[C:13]([CH:18]=[O:19])[CH:12]=2)=[N:8][C:7]=1[CH3:20])=[O:5])[CH3:2]. (9) Given the reactants [CH3:1][C:2]1[C:6]2[C:7]3[CH:21]=[CH:20][CH:19]=[CH:18][C:8]=3[C:9](=O)[NH:10][C@@H:11]([CH2:12][C:13]([O:15][CH3:16])=[O:14])[C:5]=2[O:4][N:3]=1.P(Cl)(Cl)(Cl)(Cl)[Cl:23].C([O-])([O-])=O.[Na+].[Na+], predict the reaction product. The product is: [Cl:23][C:9]1[C:8]2[CH:18]=[CH:19][CH:20]=[CH:21][C:7]=2[C:6]2[C:2]([CH3:1])=[N:3][O:4][C:5]=2[C@H:11]([CH2:12][C:13]([O:15][CH3:16])=[O:14])[N:10]=1.